Dataset: Full USPTO retrosynthesis dataset with 1.9M reactions from patents (1976-2016). Task: Predict the reactants needed to synthesize the given product. (1) Given the product [OH:1][C@@H:2]1[CH2:6][CH2:5][CH2:4][C@H:3]1[O:7][C:8]([NH:10][CH2:11][C:12]1([CH2:18][C:19]([O:21][CH2:37][C:38]2[CH:43]=[CH:42][CH:41]=[CH:40][CH:39]=2)=[O:20])[CH2:17][CH2:16][CH2:15][CH2:14][CH2:13]1)=[O:9], predict the reactants needed to synthesize it. The reactants are: [OH:1][C@@H:2]1[CH2:6][CH2:5][CH2:4][C@H:3]1[O:7][C:8]([NH:10][CH2:11][C:12]1([CH2:18][C:19]([OH:21])=[O:20])[CH2:17][CH2:16][CH2:15][CH2:14][CH2:13]1)=[O:9].C1(N=C=NC2CCCCC2)CCCCC1.[CH2:37](O)[C:38]1[CH:43]=[CH:42][CH:41]=[CH:40][CH:39]=1. (2) The reactants are: CO[C:3]([C:5]1[CH:14]=[CH:13][C:12]2[CH2:11][CH2:10][CH:9]([NH2:15])[CH2:8][C:7]=2[CH:6]=1)=[O:4].[Cl:16][C:17]1[CH:18]=[C:19]([S:23](Cl)(=[O:25])=[O:24])[CH:20]=[CH:21][CH:22]=1.[OH:27][NH2:28].[OH-].[K+]. Given the product [OH:27][NH:28][C:3]([C:5]1[CH:14]=[CH:13][C:12]2[CH2:11][CH2:10][CH:9]([NH:15][S:23]([C:19]3[CH:20]=[CH:21][CH:22]=[C:17]([Cl:16])[CH:18]=3)(=[O:25])=[O:24])[CH2:8][C:7]=2[CH:6]=1)=[O:4], predict the reactants needed to synthesize it. (3) Given the product [CH3:1][O:2][C:3]([C:5]1[C:10]([CH3:11])=[CH:9][C:8]([Br:13])=[C:7]([NH2:12])[N:6]=1)=[O:4], predict the reactants needed to synthesize it. The reactants are: [CH3:1][O:2][C:3]([C:5]1[C:10]([CH3:11])=[CH:9][CH:8]=[C:7]([NH2:12])[N:6]=1)=[O:4].[Br:13]Br. (4) Given the product [Br:1][C:2]1[N:11]([CH3:14])[C:5]2[N:6]=[CH:7][N:8]=[C:9]([Cl:10])[C:4]=2[CH:3]=1, predict the reactants needed to synthesize it. The reactants are: [Br:1][C:2]1[NH:11][C:5]2[N:6]=[CH:7][N:8]=[C:9]([Cl:10])[C:4]=2[CH:3]=1.[H-].[Na+].[CH3:14]I. (5) Given the product [O:1]1[C:5]2[CH:6]=[CH:7][C:8]([CH2:10][NH:11][CH2:12][C:13]3[C:14]([CH2:38][OH:39])=[C:15]([OH:30])[C:16]([C:19]([NH:21][OH:22])=[O:20])=[N:17][CH:18]=3)=[CH:9][C:4]=2[O:3][CH2:2]1, predict the reactants needed to synthesize it. The reactants are: [O:1]1[C:5]2[CH:6]=[CH:7][C:8]([CH2:10][NH:11][CH2:12][C:13]3[C:14]([CH2:38][OH:39])=[C:15]([O:30]CC4C=CC=CC=4)[C:16]([C:19]([NH:21][O:22]CC4C=CC=CC=4)=[O:20])=[N:17][CH:18]=3)=[CH:9][C:4]=2[O:3][CH2:2]1. (6) The reactants are: [C:1]([CH:3]([C:9]1[C:14]([N+:15]([O-])=O)=[CH:13][CH:12]=[C:11]([O:18][CH3:19])[N:10]=1)[CH2:4][C:5]([O:7][CH3:8])=[O:6])#N.C1CC=CCC=1. Given the product [CH3:19][O:18][C:11]1[N:10]=[C:9]2[C:3]([CH2:4][C:5]([O:7][CH3:8])=[O:6])=[CH:1][NH:15][C:14]2=[CH:13][CH:12]=1, predict the reactants needed to synthesize it. (7) Given the product [CH3:28][O:27][C:26]1[C:21]([CH:18]([N:15]2[CH2:14][CH2:13][CH:12]([C:10](=[O:11])[CH2:9][C:4]3[CH:5]=[CH:6][CH:7]=[CH:8][C:3]=3[F:2])[CH2:17][CH2:16]2)[CH3:19])=[N:22][CH:23]=[CH:24][N:25]=1, predict the reactants needed to synthesize it. The reactants are: Cl.[F:2][C:3]1[CH:8]=[CH:7][CH:6]=[CH:5][C:4]=1[CH2:9][C:10]([CH:12]1[CH2:17][CH2:16][NH:15][CH2:14][CH2:13]1)=[O:11].[C:18]([C:21]1[C:26]([O:27][CH3:28])=[N:25][CH:24]=[CH:23][N:22]=1)(=O)[CH3:19].C(O[BH-](OC(=O)C)OC(=O)C)(=O)C.[Na+].C(=O)([O-])[O-].[Na+].[Na+].